Dataset: Forward reaction prediction with 1.9M reactions from USPTO patents (1976-2016). Task: Predict the product of the given reaction. (1) Given the reactants [N+:1]([C:4]1[CH:9]=[CH:8][C:7]([CH2:10][C:11]([OH:13])=[O:12])=[CH:6][CH:5]=1)([O-:3])=[O:2].[CH3:14]O, predict the reaction product. The product is: [N+:1]([C:4]1[CH:5]=[CH:6][C:7]([CH2:10][C:11]([O:13][CH3:14])=[O:12])=[CH:8][CH:9]=1)([O-:3])=[O:2]. (2) Given the reactants [NH2:1][CH:2]([CH2:5][CH3:6])[CH2:3][CH3:4].Cl[C:8]1[N:13]2[N:14]=[C:15]([CH3:26])[C:16]([C:17]3[C:22]([CH3:23])=[CH:21][C:20]([CH3:24])=[CH:19][C:18]=3[CH3:25])=[C:12]2[N:11]=[C:10]([CH3:27])[C:9]=1[CH2:28][C:29]([O:31][CH2:32][CH3:33])=[O:30].O, predict the reaction product. The product is: [CH2:3]([CH:2]([NH:1][C:8]1[N:13]2[N:14]=[C:15]([CH3:26])[C:16]([C:17]3[C:22]([CH3:23])=[CH:21][C:20]([CH3:24])=[CH:19][C:18]=3[CH3:25])=[C:12]2[N:11]=[C:10]([CH3:27])[C:9]=1[CH2:28][C:29]([O:31][CH2:32][CH3:33])=[O:30])[CH2:5][CH3:6])[CH3:4].